Task: Predict the reactants needed to synthesize the given product.. Dataset: Full USPTO retrosynthesis dataset with 1.9M reactions from patents (1976-2016) (1) Given the product [CH2:1]([S:3]([N:6]1[C:14]2[CH:13]=[CH:12][C:11]([NH:15][C:16]([N:18]3[CH2:19][CH2:20][CH2:21][CH2:22]3)=[O:17])=[CH:10][C:9]=2[C:8]2[CH2:23][N:24]([CH:44]3[CH2:45][CH2:46][O:41][CH2:42][CH2:43]3)[CH2:25][CH2:26][C:7]1=2)(=[O:4])=[O:5])[CH3:2].[C:34]([OH:40])([C:36]([F:39])([F:38])[F:37])=[O:35], predict the reactants needed to synthesize it. The reactants are: [CH2:1]([S:3]([N:6]1[C:14]2[CH:13]=[CH:12][C:11]([NH:15][C:16]([N:18]3[CH2:22][CH2:21][CH2:20][CH2:19]3)=[O:17])=[CH:10][C:9]=2[C:8]2[CH2:23][N:24](C(OC(C)(C)C)=O)[CH2:25][CH2:26][C:7]1=2)(=[O:5])=[O:4])[CH3:2].[C:34]([OH:40])([C:36]([F:39])([F:38])[F:37])=[O:35].[O:41]1[CH2:46][CH2:45][C:44](=O)[CH2:43][CH2:42]1.C(O[BH-](OC(=O)C)OC(=O)C)(=O)C.[Na+]. (2) Given the product [I:11][C:10]1[C:3]2[C:4](=[N:5][CH:6]=[N:7][C:2]=2[NH2:1])[N:8]([CH:12]2[CH2:17][CH2:16][NH:15][CH2:14][CH2:13]2)[N:9]=1, predict the reactants needed to synthesize it. The reactants are: [NH2:1][C:2]1[N:7]=[CH:6][N:5]=[C:4]2[N:8]([CH:12]3[CH2:17][CH2:16][N:15](C(OC(C)(C)C)=O)[CH2:14][CH2:13]3)[N:9]=[C:10]([I:11])[C:3]=12.Cl.[OH-].[Na+]. (3) Given the product [F:33][C:19]1[CH:18]=[C:17]([CH2:16][N:15]2[C:10]([O:9][C:8]3[CH:7]=[C:6]([CH:41]=[C:40]([CH3:42])[CH:39]=3)[CH:2]=[O:1])=[C:11]([CH:36]([CH3:37])[CH3:38])[C:12](=[O:35])[NH:13][C:14]2=[O:34])[CH:22]=[C:21]([NH:23][CH2:24][C:25]2[CH:26]=[CH:27][C:28]([O:31][CH3:32])=[CH:29][CH:30]=2)[N:20]=1, predict the reactants needed to synthesize it. The reactants are: [O:1]1CCO[CH:2]1[C:6]1[CH:7]=[C:8]([CH:39]=[C:40]([CH3:42])[CH:41]=1)[O:9][C:10]1[N:15]([CH2:16][C:17]2[CH:22]=[C:21]([NH:23][CH2:24][C:25]3[CH:30]=[CH:29][C:28]([O:31][CH3:32])=[CH:27][CH:26]=3)[N:20]=[C:19]([F:33])[CH:18]=2)[C:14](=[O:34])[NH:13][C:12](=[O:35])[C:11]=1[CH:36]([CH3:38])[CH3:37].CC1C=CC(S([O-])(=O)=O)=CC=1.C1C=C[NH+]=CC=1. (4) Given the product [C:2]([CH2:4][NH:5][C:6]([C@@H:8]1[CH2:12][C@@H:11]([S:13]([C:16]2[CH:21]=[CH:20][CH:19]=[CH:18][C:17]=2[C:22]([F:25])([F:23])[F:24])(=[O:15])=[O:14])[CH2:10][N:9]1[C:26](=[O:33])[C:27]1[CH:32]=[CH:31][CH:30]=[CH:29][CH:28]=1)=[O:7])#[N:3], predict the reactants needed to synthesize it. The reactants are: Cl.[C:2]([CH2:4][NH:5][C:6]([C@@H:8]1[CH2:12][C@@H:11]([S:13]([C:16]2[CH:21]=[CH:20][CH:19]=[CH:18][C:17]=2[C:22]([F:25])([F:24])[F:23])(=[O:15])=[O:14])[CH2:10][NH:9]1)=[O:7])#[N:3].[C:26](O)(=[O:33])[C:27]1[CH:32]=[CH:31][CH:30]=[CH:29][CH:28]=1. (5) Given the product [C:8]([O:11][CH2:12][CH2:13][C:14]1[CH:15]=[CH:16][CH:17]=[C:18]2[C:22]=1[NH:21][CH:20]=[C:19]2[C:30](=[O:31])[CH:37]([C:36]1[CH:47]=[CH:48][C:33]([F:32])=[CH:34][CH:35]=1)[NH:38][C:39]1[CH:40]=[N:41][CH:42]=[C:43]([O:45][CH3:46])[CH:44]=1)(=[O:10])[CH3:9], predict the reactants needed to synthesize it. The reactants are: C(N(CC)CC)C.[C:8]([O:11][CH2:12][CH2:13][C:14]1[CH:15]=[CH:16][CH:17]=[C:18]2[C:22]=1[N:21](C(OC(C)(C)C)=O)[CH:20]=[C:19]2[CH:30]=[O:31])(=[O:10])[CH3:9].[F:32][C:33]1[CH:48]=[CH:47][C:36]([CH:37]=[N:38][C:39]2[CH:40]=[N:41][CH:42]=[C:43]([O:45][CH3:46])[CH:44]=2)=[CH:35][CH:34]=1. (6) Given the product [S:6]1[C:10]([C:18](=[O:21])[CH2:19][CH3:20])=[CH:9][C:8]2[CH:11]=[CH:12][CH:13]=[CH:14][C:7]1=2, predict the reactants needed to synthesize it. The reactants are: C([Li])CCC.[S:6]1[CH:10]=[CH:9][C:8]2[CH:11]=[CH:12][CH:13]=[CH:14][C:7]1=2.CON(C)[C:18](=[O:21])[CH2:19][CH3:20].[Cl-].[NH4+].